Dataset: Full USPTO retrosynthesis dataset with 1.9M reactions from patents (1976-2016). Task: Predict the reactants needed to synthesize the given product. (1) Given the product [CH3:1][O:2][C:3]1[CH:4]=[C:5]2[C:9](=[CH:10][CH:11]=1)[N:8]([CH2:15][CH2:16][C:17]1[CH:22]=[CH:21][CH:20]=[CH:19][CH:18]=1)[CH:7]=[CH:6]2, predict the reactants needed to synthesize it. The reactants are: [CH3:1][O:2][C:3]1[CH:4]=[C:5]2[C:9](=[CH:10][CH:11]=1)[NH:8][CH2:7][CH2:6]2.[H-].[Na+].Br[CH2:15][CH2:16][C:17]1[CH:22]=[CH:21][CH:20]=[CH:19][CH:18]=1. (2) Given the product [Cl:1][C:2]1[C:3]2[N:9]=[C:13]([O:12][CH3:10])[C:14](=[O:15])[NH:8][C:4]=2[N:5]=[CH:6][N:7]=1, predict the reactants needed to synthesize it. The reactants are: [Cl:1][C:2]1[N:7]=[CH:6][N:5]=[C:4]([NH2:8])[C:3]=1[NH2:9].[CH2:10]([O:12][C:13](OCC)(OCC)[C:14](OCC)=[O:15])C.C12(CS(O)(=O)=O)C(C)(C)C(CC1)CC2=O. (3) Given the product [CH2:45]([O:44][C:42]([C:37]1([NH:36][C:35]([CH:9]2[CH2:10][CH:11]([O:13][C:14]3[C:23]4[C:18](=[C:19]([CH3:26])[C:20]([O:24][CH3:25])=[CH:21][CH:22]=4)[N:17]=[C:16]([C:27]4[CH:28]=[CH:29][C:30]([O:33][CH3:34])=[CH:31][CH:32]=4)[N:15]=3)[CH2:12][CH:8]2[C:6]([OH:7])=[O:5])=[O:47])[CH2:39][CH:38]1[CH:40]=[CH2:41])=[O:43])[CH3:46], predict the reactants needed to synthesize it. The reactants are: C([O:5][C:6]([CH:8]1[CH2:12][CH:11]([O:13][C:14]2[C:23]3[C:18](=[C:19]([CH3:26])[C:20]([O:24][CH3:25])=[CH:21][CH:22]=3)[N:17]=[C:16]([C:27]3[CH:32]=[CH:31][C:30]([O:33][CH3:34])=[CH:29][CH:28]=3)[N:15]=2)[CH2:10][CH:9]1[C:35](=[O:47])[NH:36][C:37]1([C:42]([O:44][CH2:45][CH3:46])=[O:43])[CH2:39][CH:38]1[CH:40]=[CH2:41])=[O:7])(C)(C)C.C(O)(C(F)(F)F)=O.